Dataset: Reaction yield outcomes from USPTO patents with 853,638 reactions. Task: Predict the reaction yield, written as a fraction of the theoretical maximum amount of product (1.0 means a 100% yield; for example, 0.34 means a 34% yield). The reactants are [Cl:1][C:2]1[C:11](/[CH:12]=[CH:13]/B2OC(C)(C)C(C)(C)O2)=[CH:10][C:5]([C:6]([O:8][CH3:9])=[O:7])=[CH:4][C:3]=1[O:23][CH3:24].Br[C:26]1[CH:27]=[N:28][C:29]([Cl:32])=[N:30][CH:31]=1.C([O-])([O-])=O.[K+].[K+].C(Cl)Cl. The catalyst is O1CCOCC1.O.C1C=CC(P(C2C=CC=CC=2)[C-]2C=CC=C2)=CC=1.C1C=CC(P(C2C=CC=CC=2)[C-]2C=CC=C2)=CC=1.Cl[Pd]Cl.[Fe+2]. The product is [Cl:1][C:2]1[C:3]([O:23][CH3:24])=[CH:4][C:5]([C:6]([O:8][CH3:9])=[O:7])=[CH:10][C:11]=1/[CH:12]=[CH:13]/[C:26]1[CH:27]=[N:28][C:29]([Cl:32])=[N:30][CH:31]=1. The yield is 0.715.